Regression. Given a peptide amino acid sequence and an MHC pseudo amino acid sequence, predict their binding affinity value. This is MHC class II binding data. From a dataset of Peptide-MHC class II binding affinity with 134,281 pairs from IEDB. (1) The peptide sequence is DDNEEPIAPYHFDLS. The MHC is HLA-DQA10501-DQB10301 with pseudo-sequence HLA-DQA10501-DQB10301. The binding affinity (normalized) is 0.428. (2) The peptide sequence is NMPNGLIAQFYQPEREKV. The MHC is DRB3_0101 with pseudo-sequence DRB3_0101. The binding affinity (normalized) is 0. (3) The peptide sequence is EEDIEIIPIQEEEY. The MHC is DRB1_0901 with pseudo-sequence DRB1_0901. The binding affinity (normalized) is 0.108. (4) The peptide sequence is TKIMSSKRILERESV. The MHC is DRB1_1501 with pseudo-sequence DRB1_1501. The binding affinity (normalized) is 0.561. (5) The peptide sequence is TSCSLMHTAVDLVNE. The MHC is HLA-DQA10101-DQB10501 with pseudo-sequence HLA-DQA10101-DQB10501. The binding affinity (normalized) is 0.401. (6) The peptide sequence is VKFHTQAFSAHGSGR. The MHC is DRB3_0101 with pseudo-sequence DRB3_0101. The binding affinity (normalized) is 0.193. (7) The peptide sequence is EKIQKAFDDIAKYFSK. The MHC is HLA-DQA10501-DQB10301 with pseudo-sequence HLA-DQA10501-DQB10301. The binding affinity (normalized) is 0.133.